This data is from Reaction yield outcomes from USPTO patents with 853,638 reactions. The task is: Predict the reaction yield, written as a fraction of the theoretical maximum amount of product (1.0 means a 100% yield; for example, 0.34 means a 34% yield). (1) The reactants are [CH3:1][CH:2]1[CH2:10][C:9]2[C:4](=[CH:5][CH:6]=[CH:7][CH:8]=2)[NH:3]1.O=[CH:12][C:13]1[CH:21]=[CH:20][C:17]([O:18][CH3:19])=[C:15]([OH:16])[CH:14]=1.C(O[BH-](OC(=O)C)OC(=O)C)(=O)C.[Na+]. The catalyst is ClCCl. The product is [CH3:19][O:18][C:17]1[CH:20]=[CH:21][C:13]([CH2:12][N:3]2[C:4]3[C:9](=[CH:8][CH:7]=[CH:6][CH:5]=3)[CH2:10][CH:2]2[CH3:1])=[CH:14][C:15]=1[OH:16]. The yield is 0.500. (2) The reactants are [Br:1][C:2]1[CH:3]=[C:4]([CH:6]=[CH:7][CH:8]=1)[NH2:5].[C:9]1([CH2:15][C:16](=O)[C:17]([OH:19])=[O:18])[CH:14]=[CH:13][CH:12]=[CH:11][CH:10]=1.S([O-])([O-])(=O)=O.[Na+].[Na+].C(O[BH-](OC(=O)C)OC(=O)C)(=O)C.[Na+]. The catalyst is O.C(O)(=O)C. The product is [Br:1][C:2]1[CH:3]=[C:4]([NH:5][C@H:16]([C:17]([OH:19])=[O:18])[CH2:15][C:9]2[CH:14]=[CH:13][CH:12]=[CH:11][CH:10]=2)[CH:6]=[CH:7][CH:8]=1. The yield is 0.290. (3) The reactants are COC1C=CC(P2(SP(C3C=CC(OC)=CC=3)(=S)S2)=[S:10])=CC=1.[CH2:23]([O:30][N:31]1[C:37](=[O:38])[N:36]2[CH2:39][C@H:32]1[CH2:33][CH2:34][C@H:35]2[C:40]([NH:42][NH:43][C:44]([CH:46]1[CH2:51][CH2:50][N:49]([C:52]([O:54][C:55]([CH3:58])([CH3:57])[CH3:56])=[O:53])[CH2:48][CH2:47]1)=O)=O)[C:24]1[CH:29]=[CH:28][CH:27]=[CH:26][CH:25]=1.C([O-])(O)=O.[Na+]. The catalyst is C1COCC1. The product is [CH2:23]([O:30][N:31]1[C:37](=[O:38])[N:36]2[CH2:39][C@H:32]1[CH2:33][CH2:34][C@H:35]2[C:40]1[S:10][C:44]([CH:46]2[CH2:51][CH2:50][N:49]([C:52]([O:54][C:55]([CH3:58])([CH3:57])[CH3:56])=[O:53])[CH2:48][CH2:47]2)=[N:43][N:42]=1)[C:24]1[CH:29]=[CH:28][CH:27]=[CH:26][CH:25]=1. The yield is 0.500.